Dataset: Full USPTO retrosynthesis dataset with 1.9M reactions from patents (1976-2016). Task: Predict the reactants needed to synthesize the given product. Given the product [N+:8]([C:4]1[CH:3]=[C:2]([N:15]2[CH2:14][CH2:13][N:12]([C:18]([O:20][C:21]([CH3:24])([CH3:23])[CH3:22])=[O:19])[CH2:17][CH2:16]2)[CH:7]=[CH:6][CH:5]=1)([O-:10])=[O:9], predict the reactants needed to synthesize it. The reactants are: F[C:2]1(C)[CH:7]=[CH:6][CH:5]=[C:4]([N+:8]([O-:10])=[O:9])[CH2:3]1.[N:12]1([C:18]([O:20][C:21]([CH3:24])([CH3:23])[CH3:22])=[O:19])[CH2:17][CH2:16][NH:15][CH2:14][CH2:13]1.C(=O)([O-])[O-].[K+].[K+].